Dataset: Peptide-MHC class II binding affinity with 134,281 pairs from IEDB. Task: Regression. Given a peptide amino acid sequence and an MHC pseudo amino acid sequence, predict their binding affinity value. This is MHC class II binding data. (1) The peptide sequence is AVPLRLLGGLHRMVL. The MHC is DRB1_1302 with pseudo-sequence DRB1_1302. The binding affinity (normalized) is 0.839. (2) The peptide sequence is DMGFDAAALAPEHQP. The MHC is HLA-DPA10103-DPB10401 with pseudo-sequence HLA-DPA10103-DPB10401. The binding affinity (normalized) is 0.0119. (3) The peptide sequence is GLNITGVTCGPGHGI. The MHC is DRB1_1201 with pseudo-sequence DRB1_1201. The binding affinity (normalized) is 0. (4) The peptide sequence is CTKEEFIAKVRSHAA. The MHC is DRB1_0404 with pseudo-sequence DRB1_0404. The binding affinity (normalized) is 0.534. (5) The peptide sequence is LVGPFNFRFMSKGGM. The MHC is HLA-DPA10201-DPB10501 with pseudo-sequence HLA-DPA10201-DPB10501. The binding affinity (normalized) is 0.0798. (6) The peptide sequence is SCWRGDSNWAQNRMK. The MHC is DRB1_1501 with pseudo-sequence DRB1_1501. The binding affinity (normalized) is 0.199. (7) The peptide sequence is IAFLRFLAIPPTAGV. The MHC is DRB1_0401 with pseudo-sequence DRB1_0401. The binding affinity (normalized) is 0.836. (8) The peptide sequence is FIIDGPNTPECPSAS. The MHC is DRB1_0405 with pseudo-sequence DRB1_0405. The binding affinity (normalized) is 0.339. (9) The peptide sequence is AMAPTMAAPGAAVAS. The MHC is DRB1_0405 with pseudo-sequence DRB1_0405. The binding affinity (normalized) is 0.128.